This data is from Catalyst prediction with 721,799 reactions and 888 catalyst types from USPTO. The task is: Predict which catalyst facilitates the given reaction. (1) Reactant: C(OC([N:8]([C:16]1[C:21]([F:22])=[C:20]([C:23]2[C:24](=[O:37])[N:25]([CH3:36])[C:26]3[C:31]([CH:32]=2)=[CH:30][N:29]=[C:28]([NH:33][CH2:34][CH3:35])[CH:27]=3)[C:19]([F:38])=[CH:18][N:17]=1)C(OC(C)(C)C)=O)=O)(C)(C)C.FC(F)(F)C(O)=O. Product: [NH2:8][C:16]1[C:21]([F:22])=[C:20]([C:23]2[C:24](=[O:37])[N:25]([CH3:36])[C:26]3[C:31]([CH:32]=2)=[CH:30][N:29]=[C:28]([NH:33][CH2:34][CH3:35])[CH:27]=3)[C:19]([F:38])=[CH:18][N:17]=1. The catalyst class is: 2. (2) Product: [CH3:29][S:28][C:25]1[CH:26]=[CH:27][C:22]([C:20](=[O:21])[C:19]([C:30]2[CH:31]=[N:32][CH:33]=[CH:34][CH:35]=2)=[O:18])=[CH:23][CH:24]=1. The catalyst class is: 34. Reactant: CS(C)=O.FC(F)(F)C(OC(=O)C(F)(F)F)=O.[OH:18][CH:19]([C:30]1[CH:31]=[N:32][CH:33]=[CH:34][CH:35]=1)[C:20]([C:22]1[CH:27]=[CH:26][C:25]([S:28][CH3:29])=[CH:24][CH:23]=1)=[O:21].C(N(CC)CC)C. (3) Reactant: Cl[C:2]1[N:7]=[CH:6][C:5]([C:8]2[C:16]3[C:11](=[CH:12][C:13]([F:17])=[CH:14][CH:15]=3)[N:10]([S:18]([C:21]3[CH:26]=[CH:25][CH:24]=[CH:23][CH:22]=3)(=[O:20])=[O:19])[CH:9]=2)=[CH:4][CH:3]=1.[CH3:27][NH2:28]. Product: [F:17][C:13]1[CH:12]=[C:11]2[C:16]([C:8]([C:5]3[CH:4]=[CH:3][C:2]([NH:28][CH3:27])=[N:7][CH:6]=3)=[CH:9][N:10]2[S:18]([C:21]2[CH:26]=[CH:25][CH:24]=[CH:23][CH:22]=2)(=[O:20])=[O:19])=[CH:15][CH:14]=1. The catalyst class is: 16. (4) Reactant: [CH3:1][O:2][C:3](=[O:20])[C:4]1[CH:9]=[C:8]([N+:10]([O-:12])=[O:11])[CH:7]=[C:6]([NH:13][C:14](=[O:19])[CH2:15][CH2:16][CH2:17]Cl)[CH:5]=1.[H-].[Na+].CO. Product: [CH3:1][O:2][C:3](=[O:20])[C:4]1[CH:5]=[C:6]([N:13]2[CH2:17][CH2:16][CH2:15][C:14]2=[O:19])[CH:7]=[C:8]([N+:10]([O-:12])=[O:11])[CH:9]=1. The catalyst class is: 1. (5) Reactant: [C:1]([O:5][C:6](=[O:30])[NH:7][CH:8]([CH2:19][C:20]1[C:28]2[C:23](=[CH:24][CH:25]=[CH:26][CH:27]=2)[N:22]([CH3:29])[CH:21]=1)[C:9]([N:11]1[CH2:15][CH2:14][CH2:13][CH:12]1[C:16](=O)[NH2:17])=[O:10])([CH3:4])([CH3:3])[CH3:2].C(OCC)(=O)C.C(=O)(O)[O-].[Na+]. Product: [C:1]([O:5][C:6](=[O:30])[NH:7][C@H:8]([CH2:19][C:20]1[C:28]2[C:23](=[CH:24][CH:25]=[CH:26][CH:27]=2)[N:22]([CH3:29])[CH:21]=1)[C:9]([N:11]1[CH2:15][CH2:14][CH2:13][C@H:12]1[C:16]#[N:17])=[O:10])([CH3:3])([CH3:4])[CH3:2]. The catalyst class is: 7.